Dataset: Catalyst prediction with 721,799 reactions and 888 catalyst types from USPTO. Task: Predict which catalyst facilitates the given reaction. (1) The catalyst class is: 12. Reactant: Br[C:2]1[C:14]2[C:13]3[CH:12]=[C:11](OC)[C:10](OC)=[CH:9][C:8]=3[N:7]=[CH:6][C:5]=2[N:4](C)[N:3]=1.[OH-].[K+].CC1(C)C(C)(C)OB(C2C=CC(N3CCN(C(OC(C)(C)C)=O)CC3)=CC=2)O1.O. Product: [CH:2]1[C:14]2[C:13]3[CH:12]=[CH:11][CH:10]=[CH:9][C:8]=3[N:7]=[CH:6][C:5]=2[NH:4][N:3]=1. (2) Reactant: [NH2:1][C:2]1[CH:7]=[CH:6][C:5]([C:8]([F:11])([F:10])[F:9])=[CH:4][C:3]=1[NH:12][C:13]([CH2:15][CH:16]1[CH2:19][CH:18]([C:20]([N:22]([O:24][CH3:25])[CH3:23])=[O:21])[CH2:17]1)=O. Product: [CH3:25][O:24][N:22]([CH3:23])[C:20]([CH:18]1[CH2:19][CH:16]([CH2:15][C:13]2[NH:1][C:2]3[CH:7]=[CH:6][C:5]([C:8]([F:11])([F:10])[F:9])=[CH:4][C:3]=3[N:12]=2)[CH2:17]1)=[O:21]. The catalyst class is: 52. (3) Reactant: [CH3:1][N:2]1[C:6]([C:7]2[CH:8]=[C:9]([C:12]([OH:14])=O)[S:10][CH:11]=2)=[CH:5][CH:4]=[N:3]1.[NH2:15][C@@H:16]([CH2:29][C:30]1[C:35]([F:36])=[CH:34][CH:33]=[CH:32][C:31]=1[F:37])[CH2:17][N:18]1[C:26](=[O:27])[C:25]2[C:20](=[CH:21][CH:22]=[CH:23][CH:24]=2)[C:19]1=[O:28].C1CN([P+](Br)(N2CCCC2)N2CCCC2)CC1.F[P-](F)(F)(F)(F)F.CCN(C(C)C)C(C)C. Product: [F:37][C:31]1[CH:32]=[CH:33][CH:34]=[C:35]([F:36])[C:30]=1[CH2:29][C@H:16]([NH:15][C:12]([C:9]1[S:10][CH:11]=[C:7]([C:6]2[N:2]([CH3:1])[N:3]=[CH:4][CH:5]=2)[CH:8]=1)=[O:14])[CH2:17][N:18]1[C:26](=[O:27])[C:25]2[C:20](=[CH:21][CH:22]=[CH:23][CH:24]=2)[C:19]1=[O:28]. The catalyst class is: 22. (4) Reactant: [NH:1]1[C:5]2[CH:6]=[CH:7][CH:8]=[CH:9][C:4]=2[N:3]=[C:2]1[CH:10]([O:24][CH:25]1[CH2:30][CH2:29][N:28]([CH3:31])[CH2:27][CH2:26]1)[C:11]1[CH:12]=[C:13]([S:17][CH2:18][CH2:19][CH2:20][CH2:21][CH2:22]O)[CH:14]=[CH:15][CH:16]=1.C1(P(C2C=CC=CC=2)C2C=CC=CC=2)C=CC=CC=1.[C:51]1(=[O:61])[NH:55][C:54](=[O:56])[C:53]2=[CH:57][CH:58]=[CH:59][CH:60]=[C:52]12.N(C(OCC)=O)=NC(OCC)=O. Product: [NH:1]1[C:5]2[CH:6]=[CH:7][CH:8]=[CH:9][C:4]=2[N:3]=[C:2]1[CH:10]([O:24][CH:25]1[CH2:30][CH2:29][N:28]([CH3:31])[CH2:27][CH2:26]1)[C:11]1[CH:12]=[C:13]([S:17][CH2:18][CH2:19][CH2:20][CH2:21][CH2:22][N:55]2[C:51](=[O:61])[C:52]3[C:53](=[CH:57][CH:58]=[CH:59][CH:60]=3)[C:54]2=[O:56])[CH:14]=[CH:15][CH:16]=1. The catalyst class is: 7. (5) Reactant: [Br:1][C:2]1[C:3]([N:12]2[CH2:17][CH2:16][N:15]([CH2:18][C:19]3[CH:24]=[CH:23][N:22]=[CH:21][CH:20]=3)[CH2:14][CH2:13]2)=[C:4]([N+:9]([O-])=O)[C:5]([NH2:8])=[N:6][CH:7]=1.[CH3:25][N:26]([CH3:35])[C:27]1[CH:34]=[CH:33][C:30]([CH:31]=O)=[CH:29][CH:28]=1.[O-]S(S([O-])=O)=O.[Na+].[Na+]. Product: [Br:1][C:2]1[C:3]([N:12]2[CH2:17][CH2:16][N:15]([CH2:18][C:19]3[CH:24]=[CH:23][N:22]=[CH:21][CH:20]=3)[CH2:14][CH2:13]2)=[C:4]2[N:9]=[C:31]([C:30]3[CH:33]=[CH:34][C:27]([N:26]([CH3:35])[CH3:25])=[CH:28][CH:29]=3)[NH:8][C:5]2=[N:6][CH:7]=1. The catalyst class is: 8. (6) Reactant: [CH2:1]([N:4]([S:27]([CH2:30][C:31]1[CH:36]=[CH:35][CH:34]=[CH:33][CH:32]=1)(=[O:29])=[O:28])[C:5]([CH:7]1[CH2:12][CH2:11][N:10]([C:13]2[NH:18][C:17](=[O:19])[C:16]([C:20]([O:22][CH2:23][CH3:24])=[O:21])=[CH:15][C:14]=2[C:25]#[N:26])[CH2:9][CH2:8]1)=[O:6])[CH:2]=[CH2:3].FS([C:41]([F:46])([F:45])C(O)=O)(=O)=O. Product: [CH2:1]([N:4]([S:27]([CH2:30][C:31]1[CH:32]=[CH:33][CH:34]=[CH:35][CH:36]=1)(=[O:29])=[O:28])[C:5]([CH:7]1[CH2:12][CH2:11][N:10]([C:13]2[C:14]([C:25]#[N:26])=[CH:15][C:16]([C:20]([O:22][CH2:23][CH3:24])=[O:21])=[C:17]([O:19][CH:41]([F:46])[F:45])[N:18]=2)[CH2:9][CH2:8]1)=[O:6])[CH:2]=[CH2:3]. The catalyst class is: 10.